Dataset: Full USPTO retrosynthesis dataset with 1.9M reactions from patents (1976-2016). Task: Predict the reactants needed to synthesize the given product. (1) Given the product [N:11]1([C:2]2[CH:7]=[CH:6][C:5]([N+:8]([O-:10])=[O:9])=[CH:4][N:3]=2)[CH:15]=[CH:14][N:13]=[CH:12]1, predict the reactants needed to synthesize it. The reactants are: Cl[C:2]1[CH:7]=[CH:6][C:5]([N+:8]([O-:10])=[O:9])=[CH:4][N:3]=1.[NH:11]1[CH:15]=[CH:14][N:13]=[CH:12]1.C(=O)([O-])[O-].[K+].[K+]. (2) Given the product [CH2:9]([O:11][C:12](=[O:32])[N:13]([C:21]1[CH:26]=[C:25]([C:6]2[O:7][CH:8]=[C:4]([CH2:3][O:2][CH3:1])[N:5]=2)[N:24]=[C:23]([NH2:28])[C:22]=1[N+:29]([O-:31])=[O:30])[CH2:14][C:15]1[CH:16]=[CH:17][CH:18]=[CH:19][CH:20]=1)[CH3:10], predict the reactants needed to synthesize it. The reactants are: [CH3:1][O:2][CH2:3][C:4]1[N:5]=[CH:6][O:7][CH:8]=1.[CH2:9]([O:11][C:12](=[O:32])[N:13]([C:21]1[CH:26]=[C:25](Br)[N:24]=[C:23]([NH2:28])[C:22]=1[N+:29]([O-:31])=[O:30])[CH2:14][C:15]1[CH:20]=[CH:19][CH:18]=[CH:17][CH:16]=1)[CH3:10]. (3) Given the product [CH:3]([O:2][C:31](=[O:32])[C:30]1[CH:35]=[CH:36][CH:37]=[CH:38][C:29]=1[NH:28][C:26]1[C:25]([Cl:39])=[CH:24][N:23]=[C:22]([NH:20][C:4]2[CH:5]=[CH:6][C:7]3[CH2:13][CH:12]([N:14]4[CH2:19][CH2:18][O:17][CH2:16][CH2:15]4)[CH2:11][CH2:10][CH2:9][C:8]=3[C:3]=2[O:2][CH3:1])[N:27]=1)([CH3:8])[CH3:4], predict the reactants needed to synthesize it. The reactants are: [CH3:1][O:2][C:3]1[C:8]2[CH2:9][CH2:10][CH2:11][CH:12]([N:14]3[CH2:19][CH2:18][O:17][CH2:16][CH2:15]3)[CH2:13][C:7]=2[CH:6]=[CH:5][C:4]=1[NH2:20].Cl[C:22]1[N:27]=[C:26]([NH:28][C:29]2[CH:38]=[CH:37][CH:36]=[CH:35][C:30]=2[C:31](NC)=[O:32])[C:25]([Cl:39])=[CH:24][N:23]=1. (4) The reactants are: [Cl:1][C:2]1[C:10]2[N:9]=[C:8]3[NH:11][CH2:12][CH2:13][CH2:14][N:7]3[C:6]=2[C:5]([N+:15]([O-:17])=[O:16])=[CH:4][CH:3]=1.[Cl:18][C:19]1[CH:24]=[C:23]([Cl:25])[CH:22]=[CH:21][C:20]=1I.N1C=CC=CC=1C1C=CC=CN=1.C(=O)([O-])[O-].[Cs+].[Cs+]. Given the product [Cl:1][C:2]1[C:10]2[N:9]=[C:8]3[N:11]([C:22]4[CH:21]=[CH:20][C:19]([Cl:18])=[CH:24][C:23]=4[Cl:25])[CH2:12][CH2:13][CH2:14][N:7]3[C:6]=2[C:5]([N+:15]([O-:17])=[O:16])=[CH:4][CH:3]=1, predict the reactants needed to synthesize it. (5) Given the product [CH:38]1([N:30]2[C:28]3[N:29]=[C:24]([NH:23][C:20]4[N:21]=[CH:22][C:17]([N:14]5[CH2:13][CH2:12][CH:11]([CH2:10][CH2:9][OH:8])[CH2:16][CH2:15]5)=[CH:18][CH:19]=4)[N:25]=[CH:26][C:27]=3[C:32]3[CH:33]=[CH:34][N:35]=[C:36]([F:37])[C:31]2=3)[CH2:42][CH2:41][CH2:40][CH2:39]1, predict the reactants needed to synthesize it. The reactants are: [Si]([O:8][CH2:9][CH2:10][CH:11]1[CH2:16][CH2:15][N:14]([C:17]2[CH:18]=[CH:19][C:20]([NH:23][C:24]3[N:25]=[CH:26][C:27]4[C:32]5[CH:33]=[CH:34][N:35]=[C:36]([F:37])[C:31]=5[N:30]([CH:38]5[CH2:42][CH2:41][CH2:40][CH2:39]5)[C:28]=4[N:29]=3)=[N:21][CH:22]=2)[CH2:13][CH2:12]1)(C(C)(C)C)(C)C.[F-].C([N+](CCCC)(CCCC)CCCC)CCC. (6) Given the product [NH2:2][C@@H:3]1[CH2:8][CH2:7][CH2:6][CH2:5][C@H:4]1[O:9][CH2:13][C:14]([O:16][CH2:17][CH3:18])=[O:15], predict the reactants needed to synthesize it. The reactants are: Cl.[NH2:2][C@@H:3]1[CH2:8][CH2:7][CH2:6][CH2:5][C@H:4]1[OH:9].[H-].[Na+].Br[CH2:13][C:14]([O:16][CH2:17][CH3:18])=[O:15]. (7) Given the product [NH2:16][C:4]1[CH:5]=[C:6]([CH:10]=[C:11]([C:12]([F:13])([F:14])[F:15])[C:3]=1[O:2][CH3:1])[C:7]([NH2:9])=[O:8], predict the reactants needed to synthesize it. The reactants are: [CH3:1][O:2][C:3]1[C:11]([C:12]([F:15])([F:14])[F:13])=[CH:10][C:6]([C:7]([NH2:9])=[O:8])=[CH:5][C:4]=1[N+:16]([O-])=O.NC1C=CC(C(N)=O)=CC=1OC.